The task is: Predict the reaction yield, written as a fraction of the theoretical maximum amount of product (1.0 means a 100% yield; for example, 0.34 means a 34% yield).. This data is from Reaction yield outcomes from USPTO patents with 853,638 reactions. (1) The reactants are [NH2:1][C:2]1[N:7]=[CH:6][N:5]=[C:4]2[N:8]([CH2:25][C@H:26]([NH:28]C(=O)OC(C)(C)C)[CH3:27])[N:9]=[C:10]([C:11]3[CH:16]=[CH:15][C:14]([O:17][C:18]4[CH:23]=[CH:22][CH:21]=[CH:20][CH:19]=4)=[CH:13][C:12]=3[F:24])[C:3]=12.Cl. The catalyst is C(Cl)Cl.O1CCOCC1. The product is [NH2:28][C@H:26]([CH3:27])[CH2:25][N:8]1[C:4]2=[N:5][CH:6]=[N:7][C:2]([NH2:1])=[C:3]2[C:10]([C:11]2[CH:16]=[CH:15][C:14]([O:17][C:18]3[CH:19]=[CH:20][CH:21]=[CH:22][CH:23]=3)=[CH:13][C:12]=2[F:24])=[N:9]1. The yield is 0.900. (2) The reactants are [C:1]([C:5]1[O:9][N:8]=[C:7]([NH:10][C:11]([NH:13][C:14]2[CH:19]=[CH:18][CH:17]=[C:16]([SH:20])[CH:15]=2)=[O:12])[CH:6]=1)([CH3:4])([CH3:3])[CH3:2].Cl[C:22]1[C:31]2[C:26](=[CH:27][CH:28]=[C:29]([O:32][CH2:33][CH2:34][O:35][CH3:36])[CH:30]=2)[N:25]=[CH:24][N:23]=1. No catalyst specified. The product is [C:1]([C:5]1[O:9][N:8]=[C:7]([NH:10][C:11]([NH:13][C:14]2[CH:19]=[CH:18][CH:17]=[C:16]([S:20][C:22]3[C:31]4[C:26](=[CH:27][CH:28]=[C:29]([O:32][CH2:33][CH2:34][O:35][CH3:36])[CH:30]=4)[N:25]=[CH:24][N:23]=3)[CH:15]=2)=[O:12])[CH:6]=1)([CH3:4])([CH3:2])[CH3:3]. The yield is 0.640. (3) The reactants are [CH2:1]1[C:9]2[C:4](=[CH:5][C:6]([NH2:10])=[CH:7][CH:8]=2)[CH2:3][CH2:2]1.[Cl:11][C:12]1[C:21]2[C:16](=[C:17]([I:23])[C:18]([CH3:22])=[CH:19][CH:20]=2)[N:15]=[CH:14][N:13]=1.CC(O)C. The catalyst is CCOC(C)=O. The product is [ClH:11].[CH2:1]1[C:9]2[C:4](=[CH:5][C:6]([NH:10][C:12]3[C:21]4[C:16](=[C:17]([I:23])[C:18]([CH3:22])=[CH:19][CH:20]=4)[N:15]=[CH:14][N:13]=3)=[CH:7][CH:8]=2)[CH2:3][CH2:2]1. The yield is 0.870. (4) The reactants are [OH:1][C:2]1[CH:7]=[CH:6][C:5]([CH2:8][C:9]([O:11][CH3:12])=[O:10])=[CH:4][CH:3]=1.[CH2:13]([CH:15]1[O:17][CH2:16]1)Cl.N1C=CC=CC=1. No catalyst specified. The product is [O:17]1[CH2:16][CH:15]1[CH2:13][O:1][C:2]1[CH:3]=[CH:4][C:5]([CH2:8][C:9]([O:11][CH3:12])=[O:10])=[CH:6][CH:7]=1. The yield is 0.340. (5) The reactants are [CH3:1][C:2]([C:8]1[NH:9][C:10]2[C:15]([CH:16]=1)=[CH:14][C:13]([N+:17]([O-])=O)=[CH:12][CH:11]=2)([CH3:7])[C:3]([O:5][CH3:6])=[O:4]. The catalyst is [Ni].CO. The product is [NH2:17][C:13]1[CH:14]=[C:15]2[C:10](=[CH:11][CH:12]=1)[NH:9][C:8]([C:2]([CH3:7])([CH3:1])[C:3]([O:5][CH3:6])=[O:4])=[CH:16]2. The yield is 0.380. (6) The yield is 0.191. The catalyst is C(Cl)Cl. The product is [CH3:10][O:9][C:7]([C:5]1[NH:4][N:3]=[C:2]([NH:1][C:48]([C@H:28]2[C@H:27]([C:23]3[CH:24]=[CH:25][CH:26]=[C:21]([Cl:20])[C:22]=3[F:51])[C@:31]([C:34]3[CH:39]=[CH:38][C:37]([Cl:40])=[CH:36][C:35]=3[F:41])([C:32]#[N:33])[C@H:30]([CH2:42][C:43]([CH3:45])([CH3:44])[CH3:46])[N:29]2[CH3:47])=[O:49])[N:6]=1)=[O:8]. The reactants are [NH2:1][C:2]1[N:6]=[C:5]([C:7]([O:9][CH3:10])=[O:8])[NH:4][N:3]=1.CCN(C(C)C)C(C)C.[Cl:20][C:21]1[C:22]([F:51])=[C:23]([C@@H:27]2[C@:31]([C:34]3[CH:39]=[CH:38][C:37]([Cl:40])=[CH:36][C:35]=3[F:41])([C:32]#[N:33])[C@H:30]([CH2:42][C:43]([CH3:46])([CH3:45])[CH3:44])[N:29]([CH3:47])[C@H:28]2[C:48](O)=[O:49])[CH:24]=[CH:25][CH:26]=1.CN(C(ON1N=NC2C=CC=NC1=2)=[N+](C)C)C.F[P-](F)(F)(F)(F)F. (7) The reactants are [CH:1]([C:3]1[CH:8]=[CH:7][N:6]=[C:5]([CH2:9][O:10][C:11]([C@@H:13]2[CH2:18][CH2:17][CH2:16][N:15]([C:19](=[O:46])[C@@H:20]([NH:36][C:37](=[O:45])[C@@H:38]([NH:42][CH:43]=[O:44])[CH:39]([CH3:41])[CH3:40])[CH2:21][C:22]3[CH:27]=[CH:26][CH:25]=[C:24]([O:28][Si:29]([C:32]([CH3:35])([CH3:34])[CH3:33])([CH3:31])[CH3:30])[CH:23]=3)[NH:14]2)=[O:12])[CH:4]=1)=[CH2:2].[CH3:47][O:48][C@H:49]([CH2:55][CH2:56][CH:57]=[CH2:58])[C@@H:50](C)[C:51](O)=O.CCN=C=NCCCN(C)C.Cl.O.ON1C2C=CC=CC=2N=N1. The catalyst is C(#N)C. The product is [CH:1]([C:3]1[CH:8]=[CH:7][N:6]=[C:5]([CH2:9][O:10][C:11]([C@@H:13]2[CH2:18][CH2:17][CH2:16][N:15]([C:19](=[O:46])[C@@H:20]([NH:36][C:37](=[O:45])[C@@H:38]([NH:42][C:43](=[O:44])[C@H:50]([CH3:51])[C@H:49]([O:48][CH3:47])[CH2:55][CH2:56][CH:57]=[CH2:58])[CH:39]([CH3:41])[CH3:40])[CH2:21][C:22]3[CH:27]=[CH:26][CH:25]=[C:24]([O:28][Si:29]([C:32]([CH3:33])([CH3:34])[CH3:35])([CH3:31])[CH3:30])[CH:23]=3)[NH:14]2)=[O:12])[CH:4]=1)=[CH2:2]. The yield is 0.670. (8) The reactants are [O:1]=[C:2]1[NH:10]/[C:9](=[N:11]\[N:12]=[CH:13]/[CH2:14][CH2:15][NH:16][C:17](=[O:26])[O:18][CH2:19][C:20]2[CH:25]=[CH:24][CH:23]=[CH:22][CH:21]=2)/[N:8]([CH2:27][CH2:28][CH2:29][CH2:30][CH3:31])[C:7]2[N:6]=[CH:5][NH:4][C:3]1=2. The catalyst is C(O)(=O)C. The product is [O:1]=[C:2]1[N:10]2[C:13]([CH2:14][CH2:15][NH:16][C:17](=[O:26])[O:18][CH2:19][C:20]3[CH:25]=[CH:24][CH:23]=[CH:22][CH:21]=3)=[N:12][N:11]=[C:9]2[N:8]([CH2:27][CH2:28][CH2:29][CH2:30][CH3:31])[C:7]2[N:6]=[CH:5][NH:4][C:3]1=2. The yield is 0.540. (9) The reactants are [C:1]12([C:11]([O:13][CH2:14][C:15]([F:21])([F:20])[S:16]([O-:19])(=[O:18])=[O:17])=[O:12])[CH2:10][CH:5]3[CH2:6][CH:7]([CH2:9][CH:3]([CH2:4]3)[CH2:2]1)[CH2:8]2.[Na+].[Cl-].[C:24]1([S+:30]([C:37]2[CH:42]=[CH:41][CH:40]=[CH:39][CH:38]=2)[C:31]2[CH:36]=[CH:35][CH:34]=[CH:33][CH:32]=2)[CH:29]=[CH:28][CH:27]=[CH:26][CH:25]=1. The catalyst is ClCCl. The product is [C:1]12([C:11]([O:13][CH2:14][C:15]([F:21])([F:20])[S:16]([O-:19])(=[O:17])=[O:18])=[O:12])[CH2:10][CH:5]3[CH2:4][CH:3]([CH2:9][CH:7]([CH2:6]3)[CH2:8]1)[CH2:2]2.[C:37]1([S+:30]([C:24]2[CH:25]=[CH:26][CH:27]=[CH:28][CH:29]=2)[C:31]2[CH:36]=[CH:35][CH:34]=[CH:33][CH:32]=2)[CH:38]=[CH:39][CH:40]=[CH:41][CH:42]=1. The yield is 0.850.